Task: Predict the reactants needed to synthesize the given product.. Dataset: Full USPTO retrosynthesis dataset with 1.9M reactions from patents (1976-2016) (1) Given the product [OH:12][CH2:11][CH:9]1[NH:8][C:7]2[CH:16]=[CH:17][CH:18]=[CH:19][C:6]=2[S:5](=[O:21])(=[O:20])[N:4]2[CH:3]=[CH:2][CH:1]=[C:10]12, predict the reactants needed to synthesize it. The reactants are: [CH:1]1[CH:2]=[CH:3][N:4]2[C:10]=1[CH:9]([C:11](OCC)=[O:12])[NH:8][C:7]1[CH:16]=[CH:17][CH:18]=[CH:19][C:6]=1[S:5]2(=[O:21])=[O:20].[H-].[Al+3].[Li+].[H-].[H-].[H-]. (2) Given the product [CH3:1][O:2][C:3](=[O:22])[C:4]1[CH:5]=[CH:6][C:7]([NH:10][C:11](=[O:21])[CH2:12][OH:13])=[CH:8][CH:9]=1, predict the reactants needed to synthesize it. The reactants are: [CH3:1][O:2][C:3](=[O:22])[C:4]1[CH:9]=[CH:8][C:7]([NH:10][C:11](=[O:21])[CH2:12][O:13]CC2C=CC=CC=2)=[CH:6][CH:5]=1. (3) Given the product [O-:2][N+:3]1[C:8]2[CH:9]=[CH:10][CH:11]=[CH:12][C:7]=2[N+:6]([O-:13])=[C:5]([NH:14][CH2:15][CH2:16][N:17]([CH3:27])[CH2:18][CH2:19][NH:20][C:21]([C:22]2[C:48]3[C:39](=[CH:40][C:41]4[C:46]([N:47]=3)=[CH:45][CH:44]=[CH:43][CH:42]=4)[CH:38]=[CH:37][CH:36]=2)=[O:26])[N:4]=1, predict the reactants needed to synthesize it. The reactants are: N.[O-:2][N+:3]1[C:8]2[CH:9]=[CH:10][CH:11]=[CH:12][C:7]=2[N+:6]([O-:13])=[C:5]([NH:14][CH2:15][CH2:16][N:17]([CH3:27])[CH2:18][CH2:19][NH:20][C:21](=[O:26])[C:22](F)(F)F)[N:4]=1.N1(C(C2[C:48]3[C:39](=[CH:40][C:41]4[C:46]([N:47]=3)=[CH:45][CH:44]=[CH:43][CH:42]=4)[CH:38]=[CH:37][CH:36]=2)=O)C=CN=C1. (4) Given the product [NH2:7][C:8]1[N:9]([C:14]2[C:23]3[C:18](=[CH:19][CH:20]=[CH:21][CH:22]=3)[C:17]([CH:24]3[CH2:26][CH2:25]3)=[CH:16][CH:15]=2)[C:10]([S:13][CH2:2][C:3]([O:5][CH3:6])=[O:4])=[N:11][N:12]=1, predict the reactants needed to synthesize it. The reactants are: Cl[CH2:2][C:3]([O:5][CH3:6])=[O:4].[NH2:7][C:8]1[N:9]([C:14]2[C:23]3[C:18](=[CH:19][CH:20]=[CH:21][CH:22]=3)[C:17]([CH:24]3[CH2:26][CH2:25]3)=[CH:16][CH:15]=2)[C:10]([SH:13])=[N:11][N:12]=1.C(=O)([O-])[O-].[K+].[K+].